From a dataset of NCI-60 drug combinations with 297,098 pairs across 59 cell lines. Regression. Given two drug SMILES strings and cell line genomic features, predict the synergy score measuring deviation from expected non-interaction effect. (1) Drug 1: CNC(=O)C1=CC=CC=C1SC2=CC3=C(C=C2)C(=NN3)C=CC4=CC=CC=N4. Drug 2: CC1=CC2C(CCC3(C2CCC3(C(=O)C)OC(=O)C)C)C4(C1=CC(=O)CC4)C. Cell line: NCI-H460. Synergy scores: CSS=3.76, Synergy_ZIP=0.215, Synergy_Bliss=1.72, Synergy_Loewe=-3.98, Synergy_HSA=0.786. (2) Drug 1: C1CCN(CC1)CCOC2=CC=C(C=C2)C(=O)C3=C(SC4=C3C=CC(=C4)O)C5=CC=C(C=C5)O. Drug 2: CC1=C(C=C(C=C1)NC(=O)C2=CC=C(C=C2)CN3CCN(CC3)C)NC4=NC=CC(=N4)C5=CN=CC=C5. Cell line: SNB-19. Synergy scores: CSS=-5.54, Synergy_ZIP=1.66, Synergy_Bliss=-1.35, Synergy_Loewe=-3.97, Synergy_HSA=-3.98.